From a dataset of Peptide-MHC class I binding affinity with 185,985 pairs from IEDB/IMGT. Regression. Given a peptide amino acid sequence and an MHC pseudo amino acid sequence, predict their binding affinity value. This is MHC class I binding data. (1) The peptide sequence is ELNIVDEIIK. The MHC is HLA-A03:01 with pseudo-sequence HLA-A03:01. The binding affinity (normalized) is 0.134. (2) The peptide sequence is FVARIDLGY. The MHC is HLA-A26:01 with pseudo-sequence HLA-A26:01. The binding affinity (normalized) is 0.723.